Predict the reaction yield, written as a fraction of the theoretical maximum amount of product (1.0 means a 100% yield; for example, 0.34 means a 34% yield). From a dataset of Reaction yield outcomes from USPTO patents with 853,638 reactions. (1) The reactants are O=[C:2]1[CH2:7][CH2:6][CH:5]([NH:8][C:9](=[O:18])[O:10][CH2:11][C:12]2[CH:17]=[CH:16][CH:15]=[CH:14][CH:13]=2)[CH2:4][CH2:3]1.[N:19]1(NC(OC(C)(C)C)=O)[CH2:24][CH2:23][NH:22][CH2:21][CH2:20]1.O1CCC(=O)CC1.N1CCC(N[C:47](=[O:53])[O:48][C:49]([CH3:52])([CH3:51])[CH3:50])CC1. No catalyst specified. The product is [CH2:11]([O:10][C:9]([NH:8][CH:5]1[CH2:6][CH2:7][CH:2]([N:22]2[CH2:23][CH2:24][N:19]([C:47]([O:48][C:49]([CH3:52])([CH3:51])[CH3:50])=[O:53])[CH2:20][CH2:21]2)[CH2:3][CH2:4]1)=[O:18])[C:12]1[CH:17]=[CH:16][CH:15]=[CH:14][CH:13]=1. The yield is 0.960. (2) The reactants are [NH2:1][C:2]1[C:7]([CH2:8][OH:9])=[CH:6][CH:5]=[C:4]([CH2:10][O:11][CH3:12])[N:3]=1. The catalyst is [O-2].[O-2].[Mn+4].C(Cl)Cl. The product is [NH2:1][C:2]1[C:7]([CH:8]=[O:9])=[CH:6][CH:5]=[C:4]([CH2:10][O:11][CH3:12])[N:3]=1. The yield is 0.810.